From a dataset of TCR-epitope binding with 47,182 pairs between 192 epitopes and 23,139 TCRs. Binary Classification. Given a T-cell receptor sequence (or CDR3 region) and an epitope sequence, predict whether binding occurs between them. (1) The epitope is DPFRLLQNSQVFS. The TCR CDR3 sequence is CASSSINYNEQFF. Result: 0 (the TCR does not bind to the epitope). (2) The epitope is TLIGDCATV. The TCR CDR3 sequence is CASSWLSGSYNEQFF. Result: 1 (the TCR binds to the epitope). (3) The epitope is RPRGEVRFL. The TCR CDR3 sequence is CSARRGAEQYF. Result: 0 (the TCR does not bind to the epitope). (4) The epitope is LLFGYPVYV. The TCR CDR3 sequence is CASSAWGTSSTDTQYF. Result: 0 (the TCR does not bind to the epitope). (5) The epitope is IPIQASLPF. The TCR CDR3 sequence is CASSDSLGDRGSYEQYF. Result: 0 (the TCR does not bind to the epitope).